Dataset: Catalyst prediction with 721,799 reactions and 888 catalyst types from USPTO. Task: Predict which catalyst facilitates the given reaction. (1) Reactant: [F:1][C:2]1[CH:27]=[CH:26][CH:25]=[CH:24][C:3]=1[CH2:4][O:5][C:6]1[CH:10]=[C:9]([N:11]2[C:19]3[CH:18]=[CH:17][N:16]=[CH:15][C:14]=3[N:13]=[CH:12]2)[S:8][C:7]=1[C:20]([O:22]C)=O.[NH3:28]. Product: [F:1][C:2]1[CH:27]=[CH:26][CH:25]=[CH:24][C:3]=1[CH2:4][O:5][C:6]1[CH:10]=[C:9]([N:11]2[C:19]3[CH:18]=[CH:17][N:16]=[CH:15][C:14]=3[N:13]=[CH:12]2)[S:8][C:7]=1[C:20]([NH2:28])=[O:22]. The catalyst class is: 5. (2) Reactant: CS(C)=O.C(Cl)(=O)C(Cl)=O.[Cl:11][C:12]1[CH:28]=[C:27]([Cl:29])[CH:26]=[CH:25][C:13]=1[CH2:14][N:15]1[C:19]([CH2:20][OH:21])=[CH:18][C:17]([CH:22]([CH3:24])[CH3:23])=[N:16]1.C(N(CC)CC)C. Product: [Cl:11][C:12]1[CH:28]=[C:27]([Cl:29])[CH:26]=[CH:25][C:13]=1[CH2:14][N:15]1[C:19]([CH:20]=[O:21])=[CH:18][C:17]([CH:22]([CH3:24])[CH3:23])=[N:16]1. The catalyst class is: 4. (3) Reactant: C([O:4][C@H:5]([CH3:25])[CH2:6][CH2:7][CH2:8][CH2:9][N:10]1[C:15](=[O:16])[C:14]2[C:17](=[O:22])[CH:18]=[C:19]([CH3:21])[NH:20][C:13]=2[N:12]([CH3:23])[C:11]1=[O:24])(=O)C.Cl.C(=O)(O)[O-].[Na+]. Product: [CH3:23][N:12]1[C:13]2[NH:20][C:19]([CH3:21])=[CH:18][C:17](=[O:22])[C:14]=2[C:15](=[O:16])[N:10]([CH2:9][CH2:8][CH2:7][CH2:6][C@H:5]([OH:4])[CH3:25])[C:11]1=[O:24]. The catalyst class is: 27. (4) Reactant: Cl[C:2]1[CH:12]=[CH:11][C:10]([S:13]([CH2:16][CH3:17])(=[O:15])=[O:14])=[CH:9][C:3]=1[C:4]([O:6][CH2:7][CH3:8])=[O:5].[NH:18]1[CH2:23][CH2:22][CH2:21][CH2:20][CH2:19]1. Product: [CH2:16]([S:13]([C:10]1[CH:11]=[CH:12][C:2]([N:18]2[CH2:23][CH2:22][CH2:21][CH2:20][CH2:19]2)=[C:3]([CH:9]=1)[C:4]([O:6][CH2:7][CH3:8])=[O:5])(=[O:15])=[O:14])[CH3:17]. The catalyst class is: 148. (5) Product: [CH3:1][O:2][C:3]([C:5]1[CH:6]=[CH:7][C:8]2[C:12]([CH:13]=1)=[N:11][N:10]([N+:14]([O-:16])=[O:15])[CH:9]=2)=[O:4]. Reactant: [CH3:1][O:2][C:3]([C:5]1[CH:13]=[C:12]2[C:8]([CH:9]=[N:10][NH:11]2)=[CH:7][CH:6]=1)=[O:4].[N+:14]([O-])([OH:16])=[O:15].CC(OC(C)=O)=O. The catalyst class is: 15. (6) The catalyst class is: 10. Product: [CH2:1]([O:8][C:9]1[CH:10]=[C:11]2[C:16](=[CH:17][CH:18]=1)[N:15]([CH:19]1[CH2:20][CH2:21][N:22]([CH:38]=[O:39])[CH2:23][CH2:24]1)[C:14](=[O:25])[N:13]([CH2:26][C:27]1[CH:32]=[CH:31][C:30]([O:33][CH3:34])=[C:29]([O:35][CH3:36])[CH:28]=1)[C:12]2=[O:37])[C:2]1[CH:7]=[CH:6][CH:5]=[CH:4][CH:3]=1. Reactant: [CH2:1]([O:8][C:9]1[CH:10]=[C:11]2[C:16](=[CH:17][CH:18]=1)[N:15]([CH:19]1[CH2:24][CH2:23][NH:22][CH2:21][CH2:20]1)[C:14](=[O:25])[N:13]([CH2:26][C:27]1[CH:32]=[CH:31][C:30]([O:33][CH3:34])=[C:29]([O:35][CH3:36])[CH:28]=1)[C:12]2=[O:37])[C:2]1[CH:7]=[CH:6][CH:5]=[CH:4][CH:3]=1.[CH:38]([O-])=[O:39].[NH4+]. (7) Reactant: [Br:1][C:2]1[CH:11]=[CH:10][CH:9]=[C:8]2[C:3]=1[CH2:4][C:5]([CH3:17])([CH3:16])[N:6](C(OC)=O)[CH2:7]2.[OH-].[K+]. Product: [Br:1][C:2]1[CH:11]=[CH:10][CH:9]=[C:8]2[C:3]=1[CH2:4][C:5]([CH3:17])([CH3:16])[NH:6][CH2:7]2. The catalyst class is: 746.